Dataset: Retrosynthesis with 50K atom-mapped reactions and 10 reaction types from USPTO. Task: Predict the reactants needed to synthesize the given product. (1) Given the product O=C(O)c1ccccc1O, predict the reactants needed to synthesize it. The reactants are: COc1ccccc1C(=O)O. (2) Given the product CN(c1ccccc1)S(=O)(=O)c1ccccc1C(F)(F)F, predict the reactants needed to synthesize it. The reactants are: CNc1ccccc1.O=S(=O)(Cl)c1ccccc1C(F)(F)F. (3) Given the product CCOc1ccc2c(c1F)OC1CC(=O)CCC21, predict the reactants needed to synthesize it. The reactants are: CCOc1ccc2c(c1F)OC1CC3(CCC21)OCCO3.